Predict which catalyst facilitates the given reaction. From a dataset of Catalyst prediction with 721,799 reactions and 888 catalyst types from USPTO. (1) Reactant: [CH2:1]([O:3][C:4]1[CH:9]=[CH:8][CH:7]=[CH:6][CH:5]=1)[CH3:2].[Cl:10][C:11]1[CH:19]=[CH:18][C:17]([I:20])=[CH:16][C:12]=1[C:13](Cl)=[O:14]. Product: [Cl:10][C:11]1[CH:19]=[CH:18][C:17]([I:20])=[CH:16][C:12]=1[C:13]([C:7]1[CH:8]=[CH:9][C:4]([O:3][CH2:1][CH3:2])=[CH:5][CH:6]=1)=[O:14]. The catalyst class is: 4. (2) Reactant: [NH2:1][C:2]1[CH:3]=[C:4](/[CH:16]=[CH:17]/[C:18]([O:20][CH3:21])=[O:19])[CH:5]=[CH:6][C:7]=1[S:8][CH2:9][CH2:10][N:11]([CH2:14][CH3:15])[CH2:12][CH3:13].[C:22]1([CH2:28][CH2:29][CH:30]=O)[CH:27]=[CH:26][CH:25]=[CH:24][CH:23]=1.C(O[BH-](OC(=O)C)OC(=O)C)(=O)C.[Na+].O. Product: [CH2:14]([N:11]([CH2:12][CH3:13])[CH2:10][CH2:9][S:8][C:7]1[CH:6]=[CH:5][C:4](/[CH:16]=[CH:17]/[C:18]([O:20][CH3:21])=[O:19])=[CH:3][C:2]=1[NH:1][CH2:30][CH2:29][CH2:28][C:22]1[CH:27]=[CH:26][CH:25]=[CH:24][CH:23]=1)[CH3:15]. The catalyst class is: 115.